From a dataset of Full USPTO retrosynthesis dataset with 1.9M reactions from patents (1976-2016). Predict the reactants needed to synthesize the given product. (1) Given the product [OH:1][C:2]1[CH:7]=[CH:6][C:5]([C:8]2[CH:16]=[CH:15][C:11]([C:12]([NH:22][CH3:21])=[O:13])=[CH:10][CH:9]=2)=[CH:4][CH:3]=1, predict the reactants needed to synthesize it. The reactants are: [OH:1][C:2]1[CH:7]=[CH:6][C:5]([C:8]2[CH:16]=[CH:15][C:11]([C:12](O)=[O:13])=[CH:10][CH:9]=2)=[CH:4][CH:3]=1.Cl.CN.C[CH2:21][N:22]=C=NCCCN(C)C.Cl.C1C=CC2N(O)N=NC=2C=1. (2) Given the product [OH:49][C@@H:44]1[CH2:45][CH2:46][CH2:47][CH2:48][C@H:43]1[N:42]1[C:39]2[CH:40]=[CH:41][C:36]([C:35]([OH:34])=[O:51])=[CH:37][C:38]=2[N:50]=[C:41]1[C:36]1[CH:35]=[C:54]2[C:26](=[CH:28][CH:37]=1)[N:25]=[C:29]([C:10]1[CH:11]=[CH:12][CH:13]=[CH:14][CH:15]=1)[CH:55]=[N:53]2, predict the reactants needed to synthesize it. The reactants are: CN(C(ON1N=N[C:11]2[CH:12]=[CH:13][CH:14]=[CH:15][C:10]1=2)=[N+](C)C)C.[B-](F)(F)(F)F.CC[N:25]([CH:29](C)C)[CH:26]([CH3:28])C.C([O:34][C:35](=[O:51])[C:36]1[CH:41]=[CH:40][C:39]([NH:42][C@@H:43]2[CH2:48][CH2:47][CH2:46][CH2:45][C@H:44]2[OH:49])=[C:38]([NH2:50])[CH:37]=1)C.C[N:53]([CH:55]=O)[CH3:54]. (3) Given the product [Br:1][C:2]1[CH:7]=[CH:6][N:5]=[C:4]2[NH:8][C:9]([C:11]3[CH2:16][CH2:15][N:14]([S:17]([CH3:20])(=[O:19])=[O:18])[CH2:13][CH:12]=3)=[CH:10][C:3]=12, predict the reactants needed to synthesize it. The reactants are: [Br:1][C:2]1[CH:7]=[CH:6][N:5]=[C:4]2[N:8](S(C3C=CC(C)=CC=3)(=O)=O)[C:9]([C:11]3[CH2:12][CH2:13][N:14]([S:17]([CH3:20])(=[O:19])=[O:18])[CH2:15][CH:16]=3)=[CH:10][C:3]=12.CO.O.[OH-].[Na+]. (4) The reactants are: [C:1]([C@@H:3]1[CH2:8][C@H:7]2[C@H:5]([CH2:6]2)[N:4]1[C:9](=[O:30])[C@H:10]([C:19]12[CH2:28][CH:23]3[CH2:24][CH:25]([CH2:27][C:21]([OH:29])([CH2:22]3)[CH2:20]1)[CH2:26]2)[NH:11]C(OC(C)(C)C)=O)#[N:2].[C:31]([O-:39])(=[O:38])[C:32]1[CH:37]=[CH:36][CH:35]=[CH:34][CH:33]=1.[Na+]. Given the product [NH2:11][C@@H:10]([C:19]12[CH2:26][CH:25]3[CH2:24][CH:23]([CH2:22][C:21]([OH:29])([CH2:27]3)[CH2:20]1)[CH2:28]2)[C:9]([N:4]1[C@H:3]([C:1]#[N:2])[CH2:8][C@H:7]2[C@@H:5]1[CH2:6]2)=[O:30].[C:31]([O-:39])(=[O:38])[C:32]1[CH:37]=[CH:36][CH:35]=[CH:34][CH:33]=1, predict the reactants needed to synthesize it.